Task: Predict the product of the given reaction.. Dataset: Forward reaction prediction with 1.9M reactions from USPTO patents (1976-2016) (1) The product is: [CH3:27][O:26][C:16]1[CH:17]=[C:18]([CH2:20][CH2:21][C:22]2[NH:30][N:29]=[C:1]([NH2:3])[CH:2]=2)[CH:19]=[C:14]([O:13][CH3:12])[N:15]=1. Given the reactants [C:1](#[N:3])[CH3:2].C([N-]C(C)C)(C)C.[Li+].[CH3:12][O:13][C:14]1[CH:19]=[C:18]([CH2:20][CH2:21][C:22](OC)=O)[CH:17]=[C:16]([O:26][CH3:27])[N:15]=1.Cl.[NH2:29][NH2:30], predict the reaction product. (2) Given the reactants Br[C:2]1[CH:3]=[C:4]([C:8]2[N:12]=[C:11]([C:13]3[CH:18]=[CH:17][CH:16]=[CH:15][N:14]=3)[O:10][N:9]=2)[CH:5]=[N:6][CH:7]=1.B1([C:25]2[CH:30]=[CH:29][CH:28]=[N:27][CH:26]=2)OCCCO1.COCCOC.C(=O)([O-])[O-].[Na+].[Na+], predict the reaction product. The product is: [N:14]1[CH:15]=[CH:16][CH:17]=[CH:18][C:13]=1[C:11]1[O:10][N:9]=[C:8]([C:4]2[CH:5]=[N:6][CH:7]=[C:2]([C:25]3[CH:26]=[N:27][CH:28]=[CH:29][CH:30]=3)[CH:3]=2)[N:12]=1. (3) Given the reactants [CH2:1]([O:8][C:9]1[CH:10]=[C:11]([C:16]2[N:21]=[C:20]([C:22]([O:24][CH3:25])=[O:23])[CH:19]=[CH:18][C:17]=2OS(C(F)(F)F)(=O)=O)[CH:12]=[CH:13][C:14]=1[Cl:15])[C:2]1[CH:7]=[CH:6][CH:5]=[CH:4][CH:3]=1.[CH3:34][C:35]1([CH3:51])[C:39]([CH3:41])([CH3:40])[O:38][B:37]([B:37]2[O:38][C:39]([CH3:41])([CH3:40])[C:35]([CH3:51])([CH3:34])[O:36]2)[O:36]1.C([O-])(=O)C.[K+], predict the reaction product. The product is: [CH2:1]([O:8][C:9]1[CH:10]=[C:11]([C:16]2[N:21]=[C:20]([C:22]([O:24][CH3:25])=[O:23])[CH:19]=[CH:18][C:17]=2[B:37]2[O:38][C:39]([CH3:41])([CH3:40])[C:35]([CH3:51])([CH3:34])[O:36]2)[CH:12]=[CH:13][C:14]=1[Cl:15])[C:2]1[CH:7]=[CH:6][CH:5]=[CH:4][CH:3]=1. (4) Given the reactants [CH2:1]([O:8][C:9]([N:11]1[CH2:16][C@H:15]([CH3:17])[C@@H:14]([O:18]C(C)(C)C(C)(C)C)[C@H:13]([NH:26][C:27]([O:29][C:30]([CH3:33])([CH3:32])[CH3:31])=[O:28])[CH2:12]1)=[O:10])[C:2]1[CH:7]=[CH:6][CH:5]=[CH:4][CH:3]=1.[F-].C([N+](CCCC)(CCCC)CCCC)CCC, predict the reaction product. The product is: [CH2:1]([O:8][C:9]([N:11]1[CH2:16][C@H:15]([CH3:17])[C@@H:14]([OH:18])[C@H:13]([NH:26][C:27]([O:29][C:30]([CH3:31])([CH3:33])[CH3:32])=[O:28])[CH2:12]1)=[O:10])[C:2]1[CH:3]=[CH:4][CH:5]=[CH:6][CH:7]=1. (5) Given the reactants [CH3:1][C:2]1([CH3:29])[C:11]2[C:6](=[CH:7][C:8]([CH3:26])=[C:9]([C:12]3[CH:13]=[C:14](/[CH:19]=[CH:20]/[C:21]([O:23]CC)=[O:22])[CH:15]=[N:16][C:17]=3[CH3:18])[CH:10]=2)[C:5]([CH3:28])([CH3:27])[CH2:4][CH2:3]1.[OH-].[K+].Cl, predict the reaction product. The product is: [CH3:1][C:2]1([CH3:29])[C:11]2[C:6](=[CH:7][C:8]([CH3:26])=[C:9]([C:12]3[CH:13]=[C:14](/[CH:19]=[CH:20]/[C:21]([OH:23])=[O:22])[CH:15]=[N:16][C:17]=3[CH3:18])[CH:10]=2)[C:5]([CH3:28])([CH3:27])[CH2:4][CH2:3]1.